From a dataset of Forward reaction prediction with 1.9M reactions from USPTO patents (1976-2016). Predict the product of the given reaction. (1) Given the reactants C([O:3][C:4]([C:6]1[N:7]=[C:8]([CH2:11][CH2:12][C:13]2[N:14]=[N:15][C:16]([O:19][CH2:20][C:21]3[CH:26]=[CH:25][CH:24]=[CH:23][CH:22]=3)=[CH:17][CH:18]=2)[S:9][CH:10]=1)=O)C.[H-].[Al+3].[Li+].[H-].[H-].[H-].O, predict the reaction product. The product is: [CH2:20]([O:19][C:16]1[N:15]=[N:14][C:13]([CH2:12][CH2:11][C:8]2[S:9][CH:10]=[C:6]([CH2:4][OH:3])[N:7]=2)=[CH:18][CH:17]=1)[C:21]1[CH:22]=[CH:23][CH:24]=[CH:25][CH:26]=1. (2) Given the reactants C(Cl)CCl.[CH2:5]([C:7]1[C:15]2[C:10](=[CH:11][CH:12]=[CH:13][CH:14]=2)[NH:9][C:8]=1[CH2:16][NH:17][CH3:18])[CH3:6].Cl.[O:20]=[C:21]1[NH:30][C:29]2[N:28]=[CH:27][C:26](/[CH:31]=[CH:32]/[C:33]([OH:35])=O)=[CH:25][C:24]=2[CH2:23][CH2:22]1.C1C=CC2N(O)N=NC=2C=1.CCN(C(C)C)C(C)C, predict the reaction product. The product is: [CH2:5]([C:7]1[C:15]2[C:10](=[CH:11][CH:12]=[CH:13][CH:14]=2)[NH:9][C:8]=1[CH2:16][N:17]([CH3:18])[C:33](=[O:35])/[CH:32]=[CH:31]/[C:26]1[CH:27]=[N:28][C:29]2[NH:30][C:21](=[O:20])[CH2:22][CH2:23][C:24]=2[CH:25]=1)[CH3:6]. (3) Given the reactants C([O:5][C:6](=[O:35])[CH2:7][O:8][C:9]1[C:18]2[CH2:17][CH2:16][CH2:15][C@@H:14]([N:19]([S:21]([C:24]3[CH:29]=[C:28]([C:30]([F:33])([F:32])[F:31])[CH:27]=[C:26]([F:34])[CH:25]=3)(=[O:23])=[O:22])[CH3:20])[C:13]=2[CH:12]=[CH:11][CH:10]=1)(C)(C)C.[OH-].[Na+], predict the reaction product. The product is: [F:34][C:26]1[CH:25]=[C:24]([S:21]([N:19]([CH3:20])[C@@H:14]2[CH2:15][CH2:16][CH2:17][C:18]3[C:9]([O:8][CH2:7][C:6]([OH:35])=[O:5])=[CH:10][CH:11]=[CH:12][C:13]2=3)(=[O:23])=[O:22])[CH:29]=[C:28]([C:30]([F:32])([F:33])[F:31])[CH:27]=1. (4) Given the reactants [C:1]([C:5]1[CH:22]=[CH:21][CH:20]=[CH:19][C:6]=1[O:7][CH2:8][CH2:9][N:10]([CH3:18])[C:11](=[O:17])[C:12]([O:14]CC)=[O:13])([CH3:4])([CH3:3])[CH3:2].O[Li].O.Cl, predict the reaction product. The product is: [C:1]([C:5]1[CH:22]=[CH:21][CH:20]=[CH:19][C:6]=1[O:7][CH2:8][CH2:9][N:10]([CH3:18])[C:11](=[O:17])[C:12]([OH:14])=[O:13])([CH3:4])([CH3:2])[CH3:3]. (5) Given the reactants [OH:1][C:2]1[CH:11]=[C:10]2[C:5]([C:6]([CH3:14])=[C:7]([CH3:13])[C:8](=[O:12])[O:9]2)=[CH:4][CH:3]=1.C([O-])([O-])=O.[K+].[K+].Br.Br[CH2:23][C:24]([C:26]1[CH:27]=[N:28][CH:29]=[CH:30][CH:31]=1)=O.[OH-].[Na+], predict the reaction product. The product is: [CH3:14][C:6]1[C:5]2[C:10](=[CH:11][C:2]3[O:1][CH:23]=[C:24]([C:26]4[CH:27]=[N:28][CH:29]=[CH:30][CH:31]=4)[C:3]=3[CH:4]=2)[O:9][C:8](=[O:12])[C:7]=1[CH3:13]. (6) Given the reactants [C:1](#[N:3])[CH3:2].C([Li])CCC.[O:9]1[CH:13]=[CH:12][CH:11]=[C:10]1[C:14]#[N:15], predict the reaction product. The product is: [NH2:15][C:14]([C:10]1[O:9][CH:13]=[CH:12][CH:11]=1)=[CH:2][C:1]#[N:3]. (7) The product is: [CH3:14][C:13]1[C:3]([C:5]2[CH:10]=[CH:9][C:8]([O:11][CH3:12])=[CH:7][CH:6]=2)=[CH:2][N:16]2[C:15]=1[CH:20]=[CH:19][CH:18]=[CH:17]2. Given the reactants Br[CH2:2][C:3]([C:5]1[CH:10]=[CH:9][C:8]([O:11][CH3:12])=[CH:7][CH:6]=1)=O.[CH2:13]([C:15]1[CH:20]=[CH:19][CH:18]=[CH:17][N:16]=1)[CH3:14].C(=O)([O-])[O-].[K+].[K+], predict the reaction product.